From a dataset of Catalyst prediction with 721,799 reactions and 888 catalyst types from USPTO. Predict which catalyst facilitates the given reaction. (1) Reactant: Cl[C:2]1[C:11]([O:12][CH3:13])=[N:10][C:9]2[C:4](=[CH:5][CH:6]=[C:7]([O:14][CH3:15])[CH:8]=2)[N:3]=1.[CH3:16][O:17][C:18]1[CH:25]=[C:24]([O:26][CH3:27])[CH:23]=[CH:22][C:19]=1[CH2:20][NH2:21].O. Product: [CH3:13][O:12][C:11]1[C:2]([NH:21][CH2:20][C:19]2[CH:22]=[CH:23][C:24]([O:26][CH3:27])=[CH:25][C:18]=2[O:17][CH3:16])=[N:3][C:4]2[C:9]([N:10]=1)=[CH:8][C:7]([O:14][CH3:15])=[CH:6][CH:5]=2. The catalyst class is: 16. (2) The catalyst class is: 2. Reactant: [Si]([C:8]#[C:9][C:10]1[CH:21]=[CH:20][C:13]([CH2:14][CH2:15][NH:16][C:17](=[O:19])[CH3:18])=[CH:12][CH:11]=1)(C(C)(C)C)(C)C.CCCC[N+](CCCC)(CCCC)CCCC.[F-]. Product: [C:9]([C:10]1[CH:21]=[CH:20][C:13]([CH2:14][CH2:15][NH:16][C:17](=[O:19])[CH3:18])=[CH:12][CH:11]=1)#[CH:8]. (3) Reactant: [CH3:1][O:2][C:3]1[CH:4]=[CH:5][CH:6]=[CH:7][C:8]=1[O:9][CH2:10][CH2:11][NH:12][CH2:13][CH:14]([OH:30])[CH2:15][O:16][C:17]1[CH:18]=[CH:19][CH:20]=[C:21]2[NH:29][C:28]3[CH:27]=[CH:26][CH:25]=[CH:24][C:23]=3[C:22]=12.ClCCl.C(OC(C)C)(=O)C.C(#N)C.[BrH:44]. Product: [CH3:1][O:2][C:3]1[CH:4]=[CH:5][CH:6]=[CH:7][C:8]=1[O:9][CH2:10][CH2:11][NH:12][CH2:13][CH:14]([OH:30])[CH2:15][O:16][C:17]1[CH:18]=[CH:19][CH:20]=[C:21]2[NH:29][C:28]3[CH:27]=[CH:26][CH:25]=[CH:24][C:23]=3[C:22]=12.[BrH:44]. The catalyst class is: 15. (4) Reactant: Cl[C:2]1[N:3]=[C:4]([NH:11][CH2:12][CH:13]2[CH2:16][N:15]([C:17](=[O:20])[CH:18]=[CH2:19])[CH2:14]2)[C:5]2[CH:10]=[CH:9][S:8][C:6]=2[N:7]=1.[CH3:21][N:22]1[CH:26]=[C:25]([NH2:27])[CH:24]=[N:23]1.C1(P(C2C=CC=CC=2)C2C=CC3C(=CC=CC=3)C=2C2C3C(=CC=CC=3)C=CC=2P(C2C=CC=CC=2)C2C=CC=CC=2)C=CC=CC=1.C(=O)([O-])[O-].[Cs+].[Cs+]. Product: [CH3:21][N:22]1[CH:26]=[C:25]([NH:27][C:2]2[N:3]=[C:4]([NH:11][CH2:12][CH:13]3[CH2:16][N:15]([C:17](=[O:20])[CH:18]=[CH2:19])[CH2:14]3)[C:5]3[CH:10]=[CH:9][S:8][C:6]=3[N:7]=2)[CH:24]=[N:23]1. The catalyst class is: 38.